From a dataset of Catalyst prediction with 721,799 reactions and 888 catalyst types from USPTO. Predict which catalyst facilitates the given reaction. (1) Reactant: [CH3:1][O:2][C:3]([C@@H:5]1[CH2:39][C@@H:38]2[CH2:40][N:6]1[C:7](=[O:49])[C@H:8]([C:45]([CH3:48])([CH3:47])[CH3:46])[NH:9][C:10](=[O:44])[O:11][C@@H:12]1[CH2:43][CH2:42][CH2:41][C@H:13]1[CH2:14][CH2:15][CH:16]=[CH:17][CH2:18][C:19]1[C:20]([O:37]2)=[N:21][C:22]2[CH:23]=[CH:24][CH:25]=[CH:26][C:27]=2[C:28]=1[O:29]CC1C=CC=CC=1)=[O:4]. Product: [CH3:1][O:2][C:3]([C@@H:5]1[CH2:39][C@@H:38]2[CH2:40][N:6]1[C:7](=[O:49])[C@H:8]([C:45]([CH3:47])([CH3:46])[CH3:48])[NH:9][C:10](=[O:44])[O:11][C@@H:12]1[CH2:43][CH2:42][CH2:41][C@H:13]1[CH2:14][CH2:15][CH2:16][CH2:17][CH2:18][C:19]1[C:20]([O:37]2)=[N:21][C:22]2[CH:23]=[CH:24][CH:25]=[CH:26][C:27]=2[C:28]=1[OH:29])=[O:4]. The catalyst class is: 358. (2) Reactant: O[C:2]1[C:11]2[C:6](=[CH:7][C:8]([O:14][CH2:15][CH2:16][O:17][CH3:18])=[C:9]([O:12][CH3:13])[CH:10]=2)[N:5]=[CH:4][C:3]=1[C:19]#[N:20].C(Cl)(=O)C([Cl:24])=O.CN(C)C=O. Product: [Cl:24][C:2]1[C:11]2[C:6](=[CH:7][C:8]([O:14][CH2:15][CH2:16][O:17][CH3:18])=[C:9]([O:12][CH3:13])[CH:10]=2)[N:5]=[CH:4][C:3]=1[C:19]#[N:20]. The catalyst class is: 2. (3) Reactant: [CH3:1][C:2]1[CH:3]=[N:4][N:5]([CH2:7][C:8]2[CH:17]=[CH:16][C:11]([C:12](OC)=[O:13])=[CH:10][CH:9]=2)[CH:6]=1.[H-].[H-].[H-].[H-].[Li+].[Al+3]. Product: [CH3:1][C:2]1[CH:3]=[N:4][N:5]([CH2:7][C:8]2[CH:17]=[CH:16][C:11]([CH2:12][OH:13])=[CH:10][CH:9]=2)[CH:6]=1. The catalyst class is: 1.